Dataset: Full USPTO retrosynthesis dataset with 1.9M reactions from patents (1976-2016). Task: Predict the reactants needed to synthesize the given product. (1) The reactants are: C[Mg]Br.[CH3:4]COCC.[Cl:9][C:10]1[CH:11]=[CH:12][C:13]([O:28][CH2:29][C:30]2[CH:35]=[CH:34][CH:33]=[CH:32][CH:31]=2)=[C:14]([CH2:16][C:17]2[O:21][C:20]([C:22](N(C)OC)=[O:23])=[CH:19][CH:18]=2)[CH:15]=1. Given the product [Cl:9][C:10]1[CH:11]=[CH:12][C:13]([O:28][CH2:29][C:30]2[CH:31]=[CH:32][CH:33]=[CH:34][CH:35]=2)=[C:14]([CH2:16][C:17]2[O:21][C:20]([C:22](=[O:23])[CH3:4])=[CH:19][CH:18]=2)[CH:15]=1, predict the reactants needed to synthesize it. (2) Given the product [O-:6][Mo:4]([O-:7])(=[O:5])=[O:3].[Mg+2:8].[Mo:9](=[O:11])=[O:10].[Mg:8].[Mo:9](=[O:12])(=[O:11])=[O:10].[Mg:8], predict the reactants needed to synthesize it. The reactants are: [H][H].[O-:3][Mo:4]([O-:7])(=[O:6])=[O:5].[Mg+2:8].[Mo:9](=[O:12])(=[O:11])=[O:10].[Mg]. (3) Given the product [Br:9][C:10]1[CH:15]=[CH:14][C:13]([N+:16]([O-:18])=[O:17])=[C:12]([S:8][CH2:1][C:2]2[CH:7]=[CH:6][CH:5]=[CH:4][CH:3]=2)[CH:11]=1, predict the reactants needed to synthesize it. The reactants are: [CH2:1]([SH:8])[C:2]1[CH:7]=[CH:6][CH:5]=[CH:4][CH:3]=1.[Br:9][C:10]1[CH:15]=[CH:14][C:13]([N+:16]([O-:18])=[O:17])=[C:12](F)[CH:11]=1.C(=O)([O-])[O-].[Cs+].[Cs+]. (4) The reactants are: C[N:2]1[CH:7]2[CH2:8][CH2:9][CH:3]1[CH2:4][C:5](=[O:10])[CH2:6]2.ClC(OC(Cl)C)=O.[CH3:30][C:29]([O:28][C:26](O[C:26]([O:28][C:29]([CH3:32])([CH3:31])[CH3:30])=[O:27])=[O:27])([CH3:32])[CH3:31]. Given the product [C:29]([O:28][C:26]([N:2]1[CH:7]2[CH2:8][CH2:9][CH:3]1[CH2:4][C:5](=[O:10])[CH2:6]2)=[O:27])([CH3:30])([CH3:31])[CH3:32], predict the reactants needed to synthesize it. (5) Given the product [N:17]1[CH:18]=[CH:19][N:20]=[CH:21][C:16]=1[C:13]1[CH:12]=[CH:11][C:10]([CH2:9][CH:8]=[O:7])=[CH:15][CH:14]=1, predict the reactants needed to synthesize it. The reactants are: I[Si](C)(C)C.C[O:7]/[CH:8]=[CH:9]/[C:10]1[CH:15]=[CH:14][C:13]([C:16]2[CH:21]=[N:20][CH:19]=[CH:18][N:17]=2)=[CH:12][CH:11]=1.C([O-])(O)=O.[Na+]. (6) Given the product [Br:23][C:24]1[C:28]2=[N:29][C:30]([C:33]([NH:1][C:2]3[CH:3]=[N:4][CH:5]=[CH:6][C:7]=3[N:8]3[CH2:13][C@H:12]([CH3:14])[CH2:11][C@H:10]([NH:15][C:16](=[O:22])[O:17][C:18]([CH3:21])([CH3:20])[CH3:19])[CH2:9]3)=[O:34])=[CH:31][CH:32]=[C:27]2[S:26][CH:25]=1, predict the reactants needed to synthesize it. The reactants are: [NH2:1][C:2]1[CH:3]=[N:4][CH:5]=[CH:6][C:7]=1[N:8]1[CH2:13][C@H:12]([CH3:14])[CH2:11][C@H:10]([NH:15][C:16](=[O:22])[O:17][C:18]([CH3:21])([CH3:20])[CH3:19])[CH2:9]1.[Br:23][C:24]1[C:28]2=[N:29][C:30]([C:33](O)=[O:34])=[CH:31][CH:32]=[C:27]2[S:26][CH:25]=1.CCN(C(C)C)C(C)C.CN(C(ON1N=NC2C=CC=NC1=2)=[N+](C)C)C.F[P-](F)(F)(F)(F)F.